From a dataset of Catalyst prediction with 721,799 reactions and 888 catalyst types from USPTO. Predict which catalyst facilitates the given reaction. (1) Reactant: [F:1][C:2]1[CH:3]=[C:4]([CH:36]=[C:37]([F:41])[C:38]=1[O:39][CH3:40])[CH2:5][N:6]1[C:11]2[CH:12]=[C:13]([C:15]3[CH:20]=[CH:19][CH:18]=[CH:17][CH:16]=3)[S:14][C:10]=2[C:9](=[O:21])[N:8]([CH:22]2[CH2:27][CH2:26][N:25](C(OC(C)(C)C)=O)[CH2:24][CH2:23]2)[C:7]1=[O:35].[ClH:42]. Product: [ClH:42].[F:1][C:2]1[CH:3]=[C:4]([CH:36]=[C:37]([F:41])[C:38]=1[O:39][CH3:40])[CH2:5][N:6]1[C:11]2[CH:12]=[C:13]([C:15]3[CH:16]=[CH:17][CH:18]=[CH:19][CH:20]=3)[S:14][C:10]=2[C:9](=[O:21])[N:8]([CH:22]2[CH2:27][CH2:26][NH:25][CH2:24][CH2:23]2)[C:7]1=[O:35]. The catalyst class is: 12. (2) Reactant: [CH3:1][C:2]1[O:3][C:4]([CH3:11])=[CH:5][C:6]=1[C:7](OC)=[O:8].[H-].[Al+3].[Li+].[H-].[H-].[H-]. Product: [CH3:1][C:2]1[O:3][C:4]([CH3:11])=[CH:5][C:6]=1[CH2:7][OH:8]. The catalyst class is: 1. (3) The catalyst class is: 38. Product: [C:1]1([C:17]2[CH:25]=[CH:24][C:23]([S:26]([CH3:29])(=[O:28])=[O:27])=[CH:22][C:18]=2[C:19]([OH:21])=[O:20])[CH2:6][CH2:5][CH2:4][CH2:3][CH:2]=1. Reactant: [C:1]1(B2OC(C)(C)C(C)(C)O2)[CH2:6][CH2:5][CH2:4][CH2:3][CH:2]=1.I[C:17]1[CH:25]=[CH:24][C:23]([S:26]([CH3:29])(=[O:28])=[O:27])=[CH:22][C:18]=1[C:19]([OH:21])=[O:20].[OH-].[K+]. (4) Reactant: [Cl:1][C:2]1[CH:3]=[C:4]([O:11][C:12]2[CH:19]=[CH:18][C:15]([C:16]#[N:17])=[CH:14][C:13]=2[C:20]2[C:21]([O:26][CH3:27])=[N:22][CH:23]=[CH:24][CH:25]=2)[CH:5]=[N:6][C:7]=1[CH:8]1[CH2:10][CH2:9]1.C(=O)([O-])[O-:29].[K+].[K+].OO.O. Product: [Cl:1][C:2]1[CH:3]=[C:4]([O:11][C:12]2[CH:19]=[CH:18][C:15]([C:16]([NH2:17])=[O:29])=[CH:14][C:13]=2[C:20]2[C:21]([O:26][CH3:27])=[N:22][CH:23]=[CH:24][CH:25]=2)[CH:5]=[N:6][C:7]=1[CH:8]1[CH2:10][CH2:9]1. The catalyst class is: 16. (5) Reactant: [Cl:1][C:2]1[CH:3]=[C:4]2[C:8](=[CH:9][CH:10]=1)/[C:7](=[C:11](\[C:17]#[N:18])/C(OCC)=O)/[CH2:6][CH2:5]2.[C-:19]#[N:20].[K+]. Product: [Cl:1][C:2]1[CH:3]=[C:4]2[C:8](=[CH:9][CH:10]=1)[C:7]([CH2:11][C:17]#[N:18])([C:19]#[N:20])[CH2:6][CH2:5]2. The catalyst class is: 40. (6) Reactant: Cl[C:2]1[CH:15]=[CH:14][C:5]([C:6]([C:8]2[CH:13]=[CH:12][CH:11]=[CH:10][CH:9]=2)=[O:7])=[CH:4][C:3]=1[N+:16]([O-:18])=[O:17].[C:19]([NH:26][CH:27]1[CH2:32][CH2:31][CH2:30][NH:29][CH2:28]1)([O:21][C:22]([CH3:25])([CH3:24])[CH3:23])=[O:20]. Product: [C:6]([C:5]1[CH:14]=[CH:15][C:2]([N:29]2[CH2:30][CH2:31][CH2:32][CH:27]([NH:26][C:19](=[O:20])[O:21][C:22]([CH3:24])([CH3:23])[CH3:25])[CH2:28]2)=[C:3]([N+:16]([O-:18])=[O:17])[CH:4]=1)(=[O:7])[C:8]1[CH:13]=[CH:12][CH:11]=[CH:10][CH:9]=1. The catalyst class is: 37.